This data is from Full USPTO retrosynthesis dataset with 1.9M reactions from patents (1976-2016). The task is: Predict the reactants needed to synthesize the given product. (1) Given the product [CH3:13][O:14][C:15]1[C:16]([CH3:44])=[C:17]([C:35]([O:42][CH3:43])=[C:36]([O:40][CH3:41])[C:37]=1[O:38][CH3:39])[CH2:18][C:19]1[C:20]([O:27][CH2:28][C:29]2[CH:34]=[CH:33][CH:32]=[CH:31][CH:30]=2)=[C:21]([CH:24]=[CH:25][CH:26]=1)[C:22]([OH:11])=[O:23], predict the reactants needed to synthesize it. The reactants are: P([O-])(O)(O)=O.[Na+].Cl([O-])=O.[Na+].[OH:11]O.[CH3:13][O:14][C:15]1[C:16]([CH3:44])=[C:17]([C:35]([O:42][CH3:43])=[C:36]([O:40][CH3:41])[C:37]=1[O:38][CH3:39])[CH2:18][C:19]1[C:20]([O:27][CH2:28][C:29]2[CH:34]=[CH:33][CH:32]=[CH:31][CH:30]=2)=[C:21]([CH:24]=[CH:25][CH:26]=1)[CH:22]=[O:23]. (2) Given the product [C:24]([O:23][C:21](=[O:22])[NH:20][C:5]([CH2:4][OH:3])([CH2:6][OH:7])[CH2:11][CH2:12][O:13][CH:14]1[CH2:19][CH2:18][CH2:17][CH2:16][O:15]1)([CH3:27])([CH3:25])[CH3:26], predict the reactants needed to synthesize it. The reactants are: C([O:3][C:4](=O)[C:5]([NH:20][C:21]([O:23][C:24]([CH3:27])([CH3:26])[CH3:25])=[O:22])([CH2:11][CH2:12][O:13][CH:14]1[CH2:19][CH2:18][CH2:17][CH2:16][O:15]1)[C:6](OCC)=[O:7])C.[Cl-].[Ca+2].[Cl-].[BH4-].[Na+]. (3) The reactants are: [CH:1]1[C:10]2[C:5](=[CH:6][CH:7]=[CH:8][CH:9]=2)[CH:4]=[C:3]([NH2:11])[C:2]=1[NH2:12].O[CH2:14][CH:15]([CH2:17]O)O.Cl[C:20]1[C:25](=O)C(Cl)=C(Cl)C(=O)[C:21]=1Cl. Given the product [N:12]1[C:2]2[C:3]3[C:4](=[CH:21][CH:20]=[CH:25][N:11]=3)[C:5]3[CH:6]=[CH:7][CH:8]=[CH:9][C:10]=3[C:1]=2[CH:17]=[CH:15][CH:14]=1, predict the reactants needed to synthesize it. (4) Given the product [Br:1][CH2:2][CH2:3][CH2:4][CH2:5][CH2:6][CH2:7][NH:11][C:16]1[CH:15]=[CH:22][CH:21]=[CH:20][CH:26]=1, predict the reactants needed to synthesize it. The reactants are: [Br:1][CH2:2][CH2:3][CH2:4][CH2:5][CH2:6][CH2:7]O.C1N2[CH2:15][CH2:16][N:11](CC2)C1.S(Cl)([C:20]1[CH:26]=CC(C)=[CH:22][CH:21]=1)(=O)=O.O. (5) Given the product [CH3:1][C:2]1[S:6][C:5]([CH2:7][CH2:8][CH2:9][OH:10])=[CH:4][CH:3]=1, predict the reactants needed to synthesize it. The reactants are: [CH3:1][C:2]1[S:6][C:5]([C:7]#[C:8][CH2:9][OH:10])=[CH:4][CH:3]=1. (6) Given the product [C:11](=[O:12])([O-:17])[NH2:10].[NH2:24][C:19]1[CH:20]=[N:21][CH:22]=[CH:23][C:18]=1[C@H:7]1[CH2:8][C@@H:9]([NH:10][C:11](=[O:17])[O:12][C:13]([CH3:14])([CH3:15])[CH3:16])[C@@H:4]([O:3][CH2:1][CH3:2])[C@@H:5]([CH3:27])[CH2:6]1, predict the reactants needed to synthesize it. The reactants are: [CH2:1]([O:3][C@@H:4]1[C@H:9]([NH:10][C:11](=[O:17])[O:12][C:13]([CH3:16])([CH3:15])[CH3:14])[CH:8]=[C:7]([C:18]2[CH:23]=[CH:22][N:21]=[CH:20][C:19]=2[N+:24]([O-])=O)[CH2:6][C@@H:5]1[CH3:27])[CH3:2]. (7) Given the product [F:1][C:2]1[CH:7]=[CH:6][C:5]([CH:8]([OH:29])[CH:9]([CH2:15][C:16]2[CH:21]=[CH:20][CH:19]=[C:18]([O:22][C:23]([F:27])([F:28])[CH:24]([F:25])[F:26])[N:17]=2)[C:10]([OH:12])=[O:11])=[CH:4][CH:3]=1, predict the reactants needed to synthesize it. The reactants are: [F:1][C:2]1[CH:7]=[CH:6][C:5]([CH:8]([OH:29])[CH:9]([CH2:15][C:16]2[CH:21]=[CH:20][CH:19]=[C:18]([O:22][C:23]([F:28])([F:27])[CH:24]([F:26])[F:25])[N:17]=2)[C:10]([O:12]CC)=[O:11])=[CH:4][CH:3]=1.[OH-].[Na+].Cl.C(=O)([O-])O.[Na+]. (8) Given the product [F:40][C:37]([F:38])([F:39])[CH2:36][O:35][C:32]1[CH:33]=[CH:34][C:29]([N:19]2[C:20](=[O:28])[C:21]3[CH2:26][C:25](=[O:27])[NH:24][C:22]=3[N:23]=[C:18]2[O:10][C:7]2[CH:6]=[CH:5][C:4]([O:3][C:2]([F:11])([F:12])[F:1])=[CH:9][CH:8]=2)=[CH:30][CH:31]=1, predict the reactants needed to synthesize it. The reactants are: [F:1][C:2]([F:12])([F:11])[O:3][C:4]1[CH:9]=[CH:8][C:7]([OH:10])=[CH:6][CH:5]=1.[H-].[Na+].CS([C:18]1[N:19]([C:29]2[CH:34]=[CH:33][C:32]([O:35][CH2:36][C:37]([F:40])([F:39])[F:38])=[CH:31][CH:30]=2)[C:20](=[O:28])[C:21]2[CH2:26][C:25](=[O:27])[NH:24][C:22]=2[N:23]=1)=O.C(O)(=O)CC(CC(O)=O)(C(O)=O)O.